This data is from Forward reaction prediction with 1.9M reactions from USPTO patents (1976-2016). The task is: Predict the product of the given reaction. (1) Given the reactants C([N:9]1[C:14](=[O:15])[C:13]([F:16])=[CH:12][N:11]([C@H:17]2[CH2:20][C@@H:19]([CH2:21][O:22][CH2:23][C:24]3[CH:29]=[CH:28][CH:27]=[CH:26][CH:25]=3)[CH2:18]2)[C:10]1=[O:30])(=O)C1C=CC=CC=1.CN, predict the reaction product. The product is: [F:16][C:13]1[C:14](=[O:15])[NH:9][C:10](=[O:30])[N:11]([C@H:17]2[CH2:20][C@@H:19]([CH2:21][O:22][CH2:23][C:24]3[CH:29]=[CH:28][CH:27]=[CH:26][CH:25]=3)[CH2:18]2)[CH:12]=1. (2) Given the reactants [Cl:1][C:2]1[CH:7]=[CH:6][C:5]([N:8]2[CH:12]=[C:11]([CH:13]=[C:14]([CH3:16])[CH3:15])[CH:10]=[C:9]2[CH:17]=[CH:18][C:19]([O:21][CH3:22])=[O:20])=[C:4]([C:23](=[O:34])[C:24]2[CH:29]=[CH:28][CH:27]=[C:26]([O:30][CH3:31])[C:25]=2[O:32][CH3:33])[CH:3]=1.[BH4-].[Na+], predict the reaction product. The product is: [Cl:1][C:2]1[CH:7]=[CH:6][C:5]([N:8]2[CH:12]=[C:11]([CH:13]=[C:14]([CH3:16])[CH3:15])[CH:10]=[C:9]2[CH:17]=[CH:18][C:19]([O:21][CH3:22])=[O:20])=[C:4]([CH:23]([C:24]2[CH:29]=[CH:28][CH:27]=[C:26]([O:30][CH3:31])[C:25]=2[O:32][CH3:33])[OH:34])[CH:3]=1. (3) The product is: [N:28]1([C:23](=[O:24])[CH2:22][C:19]2[CH:20]=[CH:21][C:16]([C@@H:13]3[CH2:14][CH2:15][C@H:11]([NH:10][C@@H:8]([C:5]4[CH:6]=[CH:7][C:2]([F:1])=[C:3]([O:26][CH3:27])[CH:4]=4)[CH3:9])[CH2:12]3)=[CH:17][CH:18]=2)[CH2:34][CH2:33][CH2:32][NH:31][CH2:30][CH2:29]1. Given the reactants [F:1][C:2]1[CH:7]=[CH:6][C:5]([C@H:8]([NH:10][C@H:11]2[CH2:15][CH2:14][C@@H:13]([C:16]3[CH:21]=[CH:20][C:19]([CH2:22][C:23](O)=[O:24])=[CH:18][CH:17]=3)[CH2:12]2)[CH3:9])=[CH:4][C:3]=1[O:26][CH3:27].[NH:28]1[CH2:34][CH2:33][CH2:32][NH:31][CH2:30][CH2:29]1, predict the reaction product.